Predict the reactants needed to synthesize the given product. From a dataset of Full USPTO retrosynthesis dataset with 1.9M reactions from patents (1976-2016). (1) Given the product [CH3:3][C:4]1[C:9]([CH2:10][S+:11]([O-:21])[C:12]2[NH:13][C:14]3[CH:15]=[CH:16][CH:17]=[CH:18][C:19]=3[N:20]=2)=[N:8][CH:7]=[CH:6][C:5]=1[O:22][CH2:23][CH2:24][CH2:25][O:26][CH3:27].[Mg:32], predict the reactants needed to synthesize it. The reactants are: [OH-].[Na+].[CH3:3][C:4]1[C:9]([CH2:10][S+:11]([O-:21])[C:12]2[NH:13][C:14]3[CH:15]=[CH:16][CH:17]=[CH:18][C:19]=3[N:20]=2)=[N:8][CH:7]=[CH:6][C:5]=1[O:22][CH2:23][CH2:24][CH2:25][O:26][CH3:27].C([O-])(=O)C.[Mg+2:32].C([O-])(=O)C. (2) Given the product [OH:8][C:9]1[CH:14]=[C:13]([OH:15])[CH:12]=[CH:11][C:10]=1[CH:23]1[CH2:24][CH2:25][N:26]([C:29]([C:31]2[CH:32]=[CH:33][CH:34]=[CH:35][CH:36]=2)=[O:30])[CH2:27][CH2:28]1, predict the reactants needed to synthesize it. The reactants are: C([O:8][C:9]1[CH:14]=[C:13]([O:15]CC2C=CC=CC=2)[CH:12]=[CH:11][C:10]=1[CH:23]1[CH2:28][CH2:27][N:26]([C:29]([C:31]2[CH:36]=[CH:35][CH:34]=[CH:33][CH:32]=2)=[O:30])[CH2:25][CH2:24]1)C1C=CC=CC=1. (3) Given the product [Br:19][C:16]1[CH:17]=[CH:18][C:13]([O:12][C:10]2[CH:9]=[CH:8][C:7]([Cl:34])=[C:6]([CH2:5][C:4]([OH:35])=[O:3])[CH:11]=2)=[C:14]([CH2:20][N:21]2[C@@H:25]([CH3:26])[C@@H:24]([C:27]3[CH:28]=[CH:29][CH:30]=[CH:31][CH:32]=3)[O:23][C:22]2=[O:33])[CH:15]=1, predict the reactants needed to synthesize it. The reactants are: C([O:3][C:4](=[O:35])[CH2:5][C:6]1[CH:11]=[C:10]([O:12][C:13]2[CH:18]=[CH:17][C:16]([Br:19])=[CH:15][C:14]=2[CH2:20][N:21]2[C@@H:25]([CH3:26])[C@@H:24]([C:27]3[CH:32]=[CH:31][CH:30]=[CH:29][CH:28]=3)[O:23][C:22]2=[O:33])[CH:9]=[CH:8][C:7]=1[Cl:34])C.[OH-].[Li+]. (4) Given the product [C:1]([C:5]1[CH:9]=[C:8]([C:10](/[N:12]=[N:13]/[CH2:14][C:16]2[O:20][C:19]([C:21]3[CH:28]=[CH:27][C:24]([C:25]#[N:26])=[C:23]([C:29]([F:32])([F:30])[F:31])[CH:22]=3)=[CH:18][CH:17]=2)=[O:11])[NH:7][N:6]=1)([CH3:4])([CH3:2])[CH3:3], predict the reactants needed to synthesize it. The reactants are: [C:1]([C:5]1[CH:9]=[C:8]([C:10]([NH:12][NH2:13])=[O:11])[NH:7][N:6]=1)([CH3:4])([CH3:3])[CH3:2].[CH:14]([C:16]1[O:20][C:19]([C:21]2[CH:28]=[CH:27][C:24]([C:25]#[N:26])=[C:23]([C:29]([F:32])([F:31])[F:30])[CH:22]=2)=[CH:18][CH:17]=1)=O.C(O)C. (5) Given the product [F:1][C:2]1[CH:7]=[CH:6][C:5]([C:8]2[N:23]([CH2:24][CH2:25][C@H:26]3[O:31][C:30]([CH3:33])([CH3:32])[O:29][C@@H:28]([CH2:34][C:35]([OH:37])=[O:36])[CH2:27]3)[C:11]([CH:12]([CH3:14])[CH3:13])=[CH:10][C:9]=2[C:16]2[CH:21]=[CH:20][CH:19]=[CH:18][CH:17]=2)=[CH:4][CH:3]=1, predict the reactants needed to synthesize it. The reactants are: [F:1][C:2]1[CH:7]=[CH:6][C:5]([C:8](=O)[CH:9]([C:16]2[CH:21]=[CH:20][CH:19]=[CH:18][CH:17]=2)[CH2:10][C:11](=O)[CH:12]([CH3:14])[CH3:13])=[CH:4][CH:3]=1.[NH2:23][CH2:24][CH2:25][C@H:26]1[O:31][C:30]([CH3:33])([CH3:32])[O:29][C@@H:28]([CH2:34][C:35]([OH:37])=[O:36])[CH2:27]1.